Dataset: Reaction yield outcomes from USPTO patents with 853,638 reactions. Task: Predict the reaction yield, written as a fraction of the theoretical maximum amount of product (1.0 means a 100% yield; for example, 0.34 means a 34% yield). (1) The yield is 0.950. The catalyst is O.CN(C)C=O. The reactants are ON1C2C=CC=CC=2N=N1.[NH2:11][CH2:12][CH2:13][C:14]1[C:22]2[C:17](=[CH:18][CH:19]=[CH:20][CH:21]=2)[NH:16][CH:15]=1.CN1CCOCC1.Cl.[CH3:31][N:32]([CH3:50])[C:33]1([C:43]2[CH:48]=[CH:47][C:46]([F:49])=[CH:45][CH:44]=2)[CH2:38][CH2:37][C:36](=[CH:39][C:40](O)=[O:41])[CH2:35][CH2:34]1.C1(N=C=NC2CCCCC2)CCCCC1.[OH-].[Na+]. The product is [CH3:50][N:32]([CH3:31])[C:33]1([C:43]2[CH:44]=[CH:45][C:46]([F:49])=[CH:47][CH:48]=2)[CH2:38][CH2:37][C:36](=[CH:39][C:40]([NH:11][CH2:12][CH2:13][C:14]2[C:22]3[C:17](=[CH:18][CH:19]=[CH:20][CH:21]=3)[NH:16][CH:15]=2)=[O:41])[CH2:35][CH2:34]1. (2) The reactants are CC([O-])(C)C.[K+].CC1C=CC(S([CH2:17][N+:18]#[C-])(=O)=O)=CC=1.[CH2:20]([O:27][C:28]1[CH:29]=[C:30]([CH:33]=[CH:34][C:35]=1[O:36][CH3:37])[CH:31]=O)[C:21]1[CH:26]=[CH:25][CH:24]=[CH:23][CH:22]=1.CO. The catalyst is C1COCC1.O. The product is [CH2:20]([O:27][C:28]1[CH:29]=[C:30]([CH2:31][C:17]#[N:18])[CH:33]=[CH:34][C:35]=1[O:36][CH3:37])[C:21]1[CH:26]=[CH:25][CH:24]=[CH:23][CH:22]=1. The yield is 0.480. (3) The reactants are C([O:3][C:4](=[O:30])[CH2:5][CH2:6][CH2:7][N:8]1[C:27](=[S:28])[N:11]2[C:12]3[CH:13]=[C:14]([C:18]4[CH:23]=[CH:22][C:21]([N+:24]([O-:26])=[O:25])=[CH:20][CH:19]=4)[S:15][C:16]=3[CH:17]=[C:10]2[C:9]1=[O:29])C.CCCCCC. The catalyst is C(O)(C(F)(F)F)=O.O.C(OCC)(=O)C. The product is [N+:24]([C:21]1[CH:22]=[CH:23][C:18]([C:14]2[S:15][C:16]3[CH:17]=[C:10]4[C:9](=[O:29])[N:8]([CH2:7][CH2:6][CH2:5][C:4]([OH:30])=[O:3])[C:27](=[S:28])[N:11]4[C:12]=3[CH:13]=2)=[CH:19][CH:20]=1)([O-:26])=[O:25]. The yield is 0.560. (4) The reactants are [S:1]1[C:5]2[CH:6]=[CH:7][CH:8]=[CH:9][C:4]=2[N:3]=[C:2]1[NH:10][C:11]1[CH:16]=[CH:15][C:14]([OH:17])=[CH:13][CH:12]=1.[H-].[Na+].F[C:21]1[C:26]([CH:27]2[CH2:32][CH2:31][N:30]([C:33](=[O:35])[CH3:34])[CH2:29][CH2:28]2)=[CH:25][CH:24]=[CH:23][N:22]=1. The catalyst is CN1CCCC1=O. The product is [S:1]1[C:5]2[CH:6]=[CH:7][CH:8]=[CH:9][C:4]=2[N:3]=[C:2]1[NH:10][C:11]1[CH:16]=[CH:15][C:14]([O:17][C:21]2[C:26]([CH:27]3[CH2:28][CH2:29][N:30]([C:33](=[O:35])[CH3:34])[CH2:31][CH2:32]3)=[CH:25][CH:24]=[CH:23][N:22]=2)=[CH:13][CH:12]=1. The yield is 0.457. (5) The reactants are Br[C:2]1[CH:3]=[CH:4][CH:5]=[C:6]2[C:11]=1[N:10]=[C:9]([S:12][CH3:13])[N:8]([CH3:14])[C:7]2=[O:15].C([Sn](CCCC)(CCCC)[C:21]([O:23]CC)=[CH2:22])CCC. The catalyst is C1(C)C=CC=CC=1.C1C=CC([P]([Pd]([P](C2C=CC=CC=2)(C2C=CC=CC=2)C2C=CC=CC=2)([P](C2C=CC=CC=2)(C2C=CC=CC=2)C2C=CC=CC=2)[P](C2C=CC=CC=2)(C2C=CC=CC=2)C2C=CC=CC=2)(C2C=CC=CC=2)C2C=CC=CC=2)=CC=1. The product is [C:21]([C:2]1[CH:3]=[CH:4][CH:5]=[C:6]2[C:11]=1[N:10]=[C:9]([S:12][CH3:13])[N:8]([CH3:14])[C:7]2=[O:15])(=[O:23])[CH3:22]. The yield is 0.300. (6) The reactants are Br[C:2]1[CH:7]=[CH:6][N:5]2[CH:8]=[C:9]([C:11]3[CH:16]=[CH:15][CH:14]=[C:13]([O:17][CH3:18])[CH:12]=3)[N:10]=[C:4]2[CH:3]=1.[CH3:19][NH2:20]. No catalyst specified. The product is [CH3:18][O:17][C:13]1[CH:12]=[C:11]([C:9]2[N:10]=[C:4]3[CH:3]=[C:2]([NH:20][CH3:19])[CH:7]=[CH:6][N:5]3[CH:8]=2)[CH:16]=[CH:15][CH:14]=1. The yield is 0.560. (7) The catalyst is CC(O)C.O.C(OCC)(=O)C.[Br-].[Zn+2].[Br-]. The yield is 0.660. The reactants are [CH2:1]([O:8][C:9]([N:11]1[CH2:16][CH2:15][CH:14]([C:17]#[N:18])[CH2:13][CH2:12]1)=[O:10])[C:2]1[CH:7]=[CH:6][CH:5]=[CH:4][CH:3]=1.[N-:19]=[N+:20]=[N-:21].[Na+]. The product is [CH2:1]([O:8][C:9]([N:11]1[CH2:16][CH2:15][CH:14]([C:17]2[NH:21][N:20]=[N:19][N:18]=2)[CH2:13][CH2:12]1)=[O:10])[C:2]1[CH:3]=[CH:4][CH:5]=[CH:6][CH:7]=1. (8) The reactants are [CH:1]1([N:4]2[C:8]([N:9]3[CH2:15][CH2:14][CH2:13][C@@H:12]([NH:16][C:17](=[O:22])[C:18]([F:21])([F:20])[F:19])[CH2:11][CH2:10]3)=[C:7]([N+:23]([O-])=O)[CH:6]=[N:5]2)[CH2:3][CH2:2]1.[C:26]([O:30][C:31]([NH:33][C:34]1[S:38][C:37]([C:39]2[CH:44]=[CH:43][CH:42]=[CH:41][C:40]=2[F:45])=[N:36][C:35]=1[C:46](O)=[O:47])=[O:32])([CH3:29])([CH3:28])[CH3:27]. No catalyst specified. The product is [F:45][C:40]1[CH:41]=[CH:42][CH:43]=[CH:44][C:39]=1[C:37]1[S:38][C:34]([NH:33][C:31](=[O:32])[O:30][C:26]([CH3:28])([CH3:27])[CH3:29])=[C:35]([C:46](=[O:47])[NH:23][C:7]2[CH:6]=[N:5][N:4]([CH:1]3[CH2:3][CH2:2]3)[C:8]=2[N:9]2[CH2:15][CH2:14][CH2:13][C@@H:12]([NH:16][C:17](=[O:22])[C:18]([F:21])([F:20])[F:19])[CH2:11][CH2:10]2)[N:36]=1. The yield is 0.760.